This data is from Full USPTO retrosynthesis dataset with 1.9M reactions from patents (1976-2016). The task is: Predict the reactants needed to synthesize the given product. (1) Given the product [C@@H:2]1([N:10]2[CH:11]=[N:12][C:13]3[C:14]4=[N:15][CH:21]=[CH:22][N:16]4[CH:17]=[N:18][C:19]2=3)[O:9][C@H:6]([CH2:7][OH:8])[C@@H:4]([OH:5])[CH2:3]1, predict the reactants needed to synthesize it. The reactants are: O.[C@@H:2]1([N:10]2[C:19]3[N:18]=[CH:17][N:16]=[C:14]([NH2:15])[C:13]=3[N:12]=[CH:11]2)[O:9][C@H:6]([CH2:7][OH:8])[C@@H:4]([OH:5])[CH2:3]1.Cl[CH2:21][CH:22]=O.CCOC(C)=O.CO.CO. (2) Given the product [CH3:27][Si:2]([CH3:28])([CH3:1])[CH2:3][CH2:4][O:5][CH2:6][N:7]1[C:11]2[N:12]=[CH:13][N:14]=[C:15]([C:16]3[CH:17]=[N:18][N:19]([CH:21]([CH2:25][CH3:26])[CH2:22]/[CH:23]=[N:32]/[OH:33])[CH:20]=3)[C:10]=2[CH:9]=[CH:8]1, predict the reactants needed to synthesize it. The reactants are: [CH3:1][Si:2]([CH3:28])([CH3:27])[CH2:3][CH2:4][O:5][CH2:6][N:7]1[C:11]2[N:12]=[CH:13][N:14]=[C:15]([C:16]3[CH:17]=[N:18][N:19]([CH:21]([CH2:25][CH3:26])[CH2:22][CH2:23]O)[CH:20]=3)[C:10]=2[CH:9]=[CH:8]1.CO.Cl.[NH2:32][OH:33].C(=O)(O)[O-].[K+]. (3) Given the product [F:23][C:24]([F:28])([F:27])[CH2:25][NH:26][C:7]([C:6]1[S:5][C:4]([CH2:10][CH2:11][C:12]2[C:13]([C:17]3[CH:22]=[CH:21][CH:20]=[CH:19][N:18]=3)=[N:14][O:15][CH:16]=2)=[N:3][C:2]=1[CH3:1])=[O:9], predict the reactants needed to synthesize it. The reactants are: [CH3:1][C:2]1[N:3]=[C:4]([CH2:10][CH2:11][C:12]2[C:13]([C:17]3[CH:22]=[CH:21][CH:20]=[CH:19][N:18]=3)=[N:14][O:15][CH:16]=2)[S:5][C:6]=1[C:7]([OH:9])=O.[F:23][C:24]([F:28])([F:27])[CH2:25][NH2:26].